Dataset: Peptide-MHC class I binding affinity with 185,985 pairs from IEDB/IMGT. Task: Regression. Given a peptide amino acid sequence and an MHC pseudo amino acid sequence, predict their binding affinity value. This is MHC class I binding data. (1) The peptide sequence is KQKMFSNNV. The MHC is HLA-B15:01 with pseudo-sequence HLA-B15:01. The binding affinity (normalized) is 0.0111. (2) The peptide sequence is QIYAGIKVR. The MHC is HLA-B44:03 with pseudo-sequence HLA-B44:03. The binding affinity (normalized) is 0. (3) The peptide sequence is LAPPQHLIRV. The MHC is HLA-A02:06 with pseudo-sequence HLA-A02:06. The binding affinity (normalized) is 0.305. (4) The peptide sequence is CPFLFLIVL. The MHC is HLA-B53:01 with pseudo-sequence HLA-B53:01. The binding affinity (normalized) is 0.117. (5) The peptide sequence is SEIDLILGY. The MHC is HLA-A33:01 with pseudo-sequence HLA-A33:01. The binding affinity (normalized) is 0.137. (6) The binding affinity (normalized) is 0.0847. The peptide sequence is RYDYANLCQ. The MHC is HLA-B08:01 with pseudo-sequence HLA-B08:01. (7) The MHC is HLA-A30:01 with pseudo-sequence HLA-A30:01. The peptide sequence is FRISGRGGK. The binding affinity (normalized) is 0.323. (8) The peptide sequence is ALFDRPAFK. The MHC is HLA-B08:03 with pseudo-sequence HLA-B08:03. The binding affinity (normalized) is 0.0847. (9) The peptide sequence is KPTFKHASV. The MHC is HLA-A80:01 with pseudo-sequence HLA-A80:01. The binding affinity (normalized) is 0.0847.